This data is from Catalyst prediction with 721,799 reactions and 888 catalyst types from USPTO. The task is: Predict which catalyst facilitates the given reaction. (1) Reactant: [CH:1]([CH:4]1[N:9]([C:10]2[N:15]=[C:14]([C:16]([F:19])([F:18])[F:17])[C:13]([C:20](OCC)=[O:21])=[CH:12][N:11]=2)[CH2:8][CH2:7][N:6]2[C:25]3[CH:31]=[C:30]([S:32]([CH3:35])(=[O:34])=[O:33])[CH:29]=[CH:28][C:26]=3[N:27]=[C:5]12)([CH3:3])[CH3:2].CC(C[AlH]CC(C)C)C.[NH4+].[Cl-]. Product: [CH:1]([CH:4]1[N:9]([C:10]2[N:15]=[C:14]([C:16]([F:18])([F:19])[F:17])[C:13]([CH2:20][OH:21])=[CH:12][N:11]=2)[CH2:8][CH2:7][N:6]2[C:25]3[CH:31]=[C:30]([S:32]([CH3:35])(=[O:33])=[O:34])[CH:29]=[CH:28][C:26]=3[N:27]=[C:5]12)([CH3:3])[CH3:2]. The catalyst class is: 11. (2) Product: [F:1][C:2]1[CH:3]=[N:4][C:5]2[C:10]([C:11]=1[CH2:12][CH2:13][N:14]1[CH2:24][CH2:23][N:17]3[C:18](=[O:22])[CH2:19][N:20]([CH2:38][C:36]4[CH:35]=[CH:34][C:31]5[S:32][CH2:33][C:28](=[O:27])[NH:29][C:30]=5[N:37]=4)[CH2:21][CH:16]3[CH2:15]1)=[N:9][C:8]([O:25][CH3:26])=[CH:7][CH:6]=2. Reactant: [F:1][C:2]1[CH:3]=[N:4][C:5]2[C:10]([C:11]=1[CH2:12][CH2:13][N:14]1[CH2:24][CH2:23][N:17]3[C:18](=[O:22])[CH2:19][NH:20][CH2:21][CH:16]3[CH2:15]1)=[N:9][C:8]([O:25][CH3:26])=[CH:7][CH:6]=2.[O:27]=[C:28]1[CH2:33][S:32][C:31]2[CH:34]=[CH:35][C:36]([CH:38]=O)=[N:37][C:30]=2[NH:29]1.[BH-](OC(C)=O)(OC(C)=O)OC(C)=O.[Na+]. The catalyst class is: 26. (3) Reactant: [NH2:1][C:2]1[CH:14]=[CH:13][C:5]([C:6]([O:8]C(C)(C)C)=[O:7])=[CH:4][CH:3]=1.Cl[C:16]1[S:17][C:18]2[CH:24]=[C:23]([Cl:25])[CH:22]=[CH:21][C:19]=2[N:20]=1.Cl.O1CCOCC1. The catalyst class is: 32. Product: [Cl:25][C:23]1[CH:22]=[CH:21][C:19]2[N:20]=[C:16]([NH:1][C:2]3[CH:3]=[CH:4][C:5]([C:6]([OH:8])=[O:7])=[CH:13][CH:14]=3)[S:17][C:18]=2[CH:24]=1. (4) Reactant: [H-].[Na+].[O:3]=[C:4]1[NH:9][CH2:8][CH2:7][N:6]2[N:10]=[C:11]([C:13]([O:15][CH2:16][CH3:17])=[O:14])[CH:12]=[C:5]12.[CH2:18](Br)[C:19]1[CH:24]=[CH:23][CH:22]=[CH:21][CH:20]=1. Product: [CH2:18]([N:9]1[CH2:8][CH2:7][N:6]2[N:10]=[C:11]([C:13]([O:15][CH2:16][CH3:17])=[O:14])[CH:12]=[C:5]2[C:4]1=[O:3])[C:19]1[CH:24]=[CH:23][CH:22]=[CH:21][CH:20]=1. The catalyst class is: 18.